From a dataset of Reaction yield outcomes from USPTO patents with 853,638 reactions. Predict the reaction yield, written as a fraction of the theoretical maximum amount of product (1.0 means a 100% yield; for example, 0.34 means a 34% yield). (1) The reactants are [C:1]([O:5][C:6]([N:8]1[CH2:13][CH:12]=[C:11]([C:14]2[C:22]3[C:17](=[CH:18][CH:19]=[C:20]([C:23]([O:25][CH3:26])=[O:24])[CH:21]=3)[NH:16][CH:15]=2)[CH2:10][CH2:9]1)=[O:7])([CH3:4])([CH3:3])[CH3:2].C([O-])=O.[NH4+]. The catalyst is C(O)C.[Pd]. The product is [C:1]([O:5][C:6]([N:8]1[CH2:13][CH2:12][CH:11]([C:14]2[C:22]3[C:17](=[CH:18][CH:19]=[C:20]([C:23]([O:25][CH3:26])=[O:24])[CH:21]=3)[NH:16][CH:15]=2)[CH2:10][CH2:9]1)=[O:7])([CH3:4])([CH3:3])[CH3:2]. The yield is 0.910. (2) The reactants are [Cl:1][C:2]1[C:3]([O:12][C:13]2[CH:18]=[C:17]([OH:19])[CH:16]=[CH:15][C:14]=2[CH2:20][CH2:21][C:22]([O:24][CH2:25][CH3:26])=[O:23])=[N:4][CH:5]=[C:6]([C:8]([F:11])([F:10])[F:9])[CH:7]=1.Br[CH2:28][CH2:29][CH2:30][O:31][CH3:32].C(=O)([O-])[O-].[K+].[K+].[I-].[Na+]. The catalyst is CN(C)C=O.O. The product is [Cl:1][C:2]1[C:3]([O:12][C:13]2[CH:18]=[C:17]([O:19][CH2:28][CH2:29][CH2:30][O:31][CH3:32])[CH:16]=[CH:15][C:14]=2[CH2:20][CH2:21][C:22]([O:24][CH2:25][CH3:26])=[O:23])=[N:4][CH:5]=[C:6]([C:8]([F:9])([F:11])[F:10])[CH:7]=1. The yield is 0.690. (3) The reactants are [CH3:1][O:2][C:3]1[CH:34]=[C:33]([O:35][CH3:36])[CH:32]=[CH:31][C:4]=1[CH2:5][NH:6][C:7]1[C:8]2[N:9]([C:13]([CH2:26][C:27]([O:29][CH3:30])=[O:28])=[N:14][C:15]=2[C:16]2[CH:25]=[CH:24][C:19]([C:20]([O:22][CH3:23])=[O:21])=[CH:18][CH:17]=2)[CH:10]=[CH:11][N:12]=1.[C:37](#[N:40])[CH:38]=[CH2:39].CC([O-])(C)C.[K+].CCOC(C)=O. The catalyst is C1COCC1.C(Cl)Cl. The product is [C:37]([CH2:38][CH2:39][CH:26]([C:13]1[N:9]2[CH:10]=[CH:11][N:12]=[C:7]([NH:6][CH2:5][C:4]3[CH:31]=[CH:32][C:33]([O:35][CH3:36])=[CH:34][C:3]=3[O:2][CH3:1])[C:8]2=[C:15]([C:16]2[CH:17]=[CH:18][C:19]([C:20]([O:22][CH3:23])=[O:21])=[CH:24][CH:25]=2)[N:14]=1)[C:27]([O:29][CH3:30])=[O:28])#[N:40]. The yield is 0.940. (4) The reactants are Br[C:2]1[C:3]([CH3:16])=[C:4]([O:13][CH2:14][CH3:15])[C:5]2[O:9][CH:8]([CH3:10])[CH2:7][C:6]=2[C:11]=1[CH3:12].[F:17][C:18]1[CH:23]=[CH:22][C:21]([N:24]2[CH2:29][CH2:28][NH:27][CH2:26][CH2:25]2)=[CH:20][CH:19]=1. No catalyst specified. The product is [CH2:14]([O:13][C:4]1[C:5]2[O:9][CH:8]([CH3:10])[CH2:7][C:6]=2[C:11]([CH3:12])=[C:2]([N:27]2[CH2:26][CH2:25][N:24]([C:21]3[CH:20]=[CH:19][C:18]([F:17])=[CH:23][CH:22]=3)[CH2:29][CH2:28]2)[C:3]=1[CH3:16])[CH3:15]. The yield is 0.610. (5) The reactants are C([N:4]1[C:12]2[C:7](=[CH:8][C:9]([C:13](Cl)=[O:14])=[CH:10][CH:11]=2)[C:6]([C:16]2[CH:21]=[CH:20][C:19]([F:22])=[CH:18][CH:17]=2)=[N:5]1)(=O)C.[CH3:23][N:24]1[C:28]([CH2:29][CH2:30][NH2:31])=[CH:27][N:26]=[CH:25]1. No catalyst specified. The product is [F:22][C:19]1[CH:18]=[CH:17][C:16]([C:6]2[C:7]3[C:12](=[CH:11][CH:10]=[C:9]([C:13]([NH:31][CH2:30][CH2:29][C:28]4[N:24]([CH3:23])[CH:25]=[N:26][CH:27]=4)=[O:14])[CH:8]=3)[NH:4][N:5]=2)=[CH:21][CH:20]=1. The yield is 0.320. (6) The reactants are CC(C)([O-])C.[K+].[C:7]1([C:13]2[N:14]=[N:15][N:16]([CH2:18][C:19]3[CH:20]=[C:21]([CH:24]=[CH:25][CH:26]=3)[CH:22]=O)[CH:17]=2)[CH:12]=[CH:11][CH:10]=[CH:9][CH:8]=1.[C:27]([O:30][CH2:31]C)(=[O:29])[CH3:28]. The catalyst is CN(C=O)C. The product is [CH3:31][O:30][C:27](=[O:29])/[CH:28]=[CH:22]/[C:21]1[CH:24]=[CH:25][CH:26]=[C:19]([CH2:18][N:16]2[CH:17]=[C:13]([C:7]3[CH:12]=[CH:11][CH:10]=[CH:9][CH:8]=3)[N:14]=[N:15]2)[CH:20]=1. The yield is 0.820. (7) The reactants are [C:1]([CH2:4][CH2:5][C:6]1[C:10]([CH3:11])=[C:9]([CH:12]=O)[NH:8][C:7]=1[CH3:14])([OH:3])=[O:2].[Cl:15][C:16]1[CH:17]=[C:18]2[C:22](=[CH:23][CH:24]=1)[NH:21][C:20](=[O:25])[CH2:19]2. The catalyst is N1CCCCC1.C(O)C. The product is [Cl:15][C:16]1[CH:17]=[C:18]2[C:22](=[CH:23][CH:24]=1)[NH:21][C:20](=[O:25])[C:19]2=[CH:12][C:9]1[NH:8][C:7]([CH3:14])=[C:6]([CH2:5][CH2:4][C:1]([OH:3])=[O:2])[C:10]=1[CH3:11]. The yield is 0.500. (8) The reactants are [OH:1][CH2:2][CH2:3][CH2:4][N:5]1[CH2:9][CH2:8][CH2:7][C:6]1=[O:10].C1C=CC(P(C2C=CC=CC=2)C2C=CC=CC=2)=CC=1.[Cl:30][C:31]1[CH:36]=[CH:35][C:34]([N:37]([C@H:41]2[C:50]3[C:45](=[CH:46][CH:47]=[CH:48][CH:49]=3)[N:44]([C:51](=[O:59])[C:52]3[CH:57]=[CH:56][C:55](O)=[CH:54][CH:53]=3)[C@@H:43]([CH3:60])[CH2:42]2)[C:38](=[O:40])[CH3:39])=[CH:33][CH:32]=1.CCOC(/N=N/C(OCC)=O)=O. The catalyst is C1C=CC=CC=1. The product is [Cl:30][C:31]1[CH:32]=[CH:33][C:34]([N:37]([C@H:41]2[C:50]3[C:45](=[CH:46][CH:47]=[CH:48][CH:49]=3)[N:44]([C:51](=[O:59])[C:52]3[CH:57]=[CH:56][C:55]([O:1][CH2:2][CH2:3][CH2:4][N:5]4[CH2:9][CH2:8][CH2:7][C:6]4=[O:10])=[CH:54][CH:53]=3)[C@@H:43]([CH3:60])[CH2:42]2)[C:38](=[O:40])[CH3:39])=[CH:35][CH:36]=1. The yield is 0.450.